This data is from Reaction yield outcomes from USPTO patents with 853,638 reactions. The task is: Predict the reaction yield, written as a fraction of the theoretical maximum amount of product (1.0 means a 100% yield; for example, 0.34 means a 34% yield). (1) The reactants are [I:1][C:2]1[C:3]([NH:11]C(=O)C)=[CH:4][C:5]2[O:9][CH2:8][O:7][C:6]=2[CH:10]=1.[OH-].[Na+]. The catalyst is C(O)C.O. The product is [I:1][C:2]1[C:3]([NH2:11])=[CH:4][C:5]2[O:9][CH2:8][O:7][C:6]=2[CH:10]=1. The yield is 0.980. (2) The reactants are [NH2:1][C:2]1[CH:17]=[C:16]([F:18])[C:15]([F:19])=[CH:14][C:3]=1[C:4]([NH:6][C:7]1[CH:12]=[CH:11][CH:10]=[CH:9][C:8]=1[Cl:13])=[O:5].[Cl:20][CH2:21][C:22](Cl)=O. The catalyst is C(O)(=O)C. The product is [Cl:20][CH2:21][C:22]1[N:6]([C:7]2[CH:12]=[CH:11][CH:10]=[CH:9][C:8]=2[Cl:13])[C:4](=[O:5])[C:3]2[C:2](=[CH:17][C:16]([F:18])=[C:15]([F:19])[CH:14]=2)[N:1]=1. The yield is 0.260. (3) The reactants are [F:1][C:2]1[CH:3]=[C:4]2[C:9](=[CH:10][CH:11]=1)[NH:8][C:7](=[O:12])[CH2:6][CH2:5]2.[H-].[Na+].Br[CH2:16][CH2:17][CH2:18][Cl:19]. The catalyst is CN(C=O)C. The product is [Cl:19][CH2:18][CH2:17][CH2:16][N:8]1[C:9]2[C:4](=[CH:3][C:2]([F:1])=[CH:11][CH:10]=2)[CH2:5][CH2:6][C:7]1=[O:12]. The yield is 0.730. (4) The catalyst is CO.[Pd]. The reactants are C([O:8][C:9]1[CH:10]=[C:11]2[C:15](=[CH:16][CH:17]=1)[NH:14][C:13]1[C:18](=[O:23])[NH:19][CH2:20][CH2:21][CH2:22][C:12]2=1)C1C=CC=CC=1.C([O-])=O.[NH4+]. The yield is 0.890. The product is [OH:8][C:9]1[CH:10]=[C:11]2[C:15](=[CH:16][CH:17]=1)[NH:14][C:13]1[C:18](=[O:23])[NH:19][CH2:20][CH2:21][CH2:22][C:12]2=1. (5) The reactants are [CH2:1]([O:3][C:4]([C:6]1[CH:7]=[N:8][C:9]2[C:14]([CH:15]=1)=[CH:13][CH:12]=[N:11][CH:10]=2)=[O:5])[CH3:2].[Br:16]N1C(=O)CCC1=O. The catalyst is C(O)(=O)C. The product is [Br:16][C:13]1[CH:12]=[N:11][CH:10]=[C:9]2[C:14]=1[CH:15]=[C:6]([C:4]([O:3][CH2:1][CH3:2])=[O:5])[CH:7]=[N:8]2. The yield is 0.890. (6) The reactants are CCN(C(C)C)C(C)C.[CH:10]1([N:13]2[CH2:18][CH2:17][NH:16][CH2:15][CH2:14]2)[CH2:12][CH2:11]1.Cl[C:20]1[CH:25]=[CH:24][C:23]([N+:26]([O-:28])=[O:27])=[CH:22][N:21]=1. The catalyst is C(#N)C. The product is [CH:10]1([N:13]2[CH2:18][CH2:17][N:16]([C:20]3[CH:25]=[CH:24][C:23]([N+:26]([O-:28])=[O:27])=[CH:22][N:21]=3)[CH2:15][CH2:14]2)[CH2:12][CH2:11]1. The yield is 0.930. (7) The reactants are [Br:1][C:2]1[CH:7]=[CH:6][C:5]([C:8](=O)[CH3:9])=[C:4]([F:11])[CH:3]=1.[NH3:12].[BH4-].[Na+]. The catalyst is CO.CC(C)[O-].[Ti+4].CC(C)[O-].CC(C)[O-].CC(C)[O-]. The product is [Br:1][C:2]1[CH:7]=[CH:6][C:5]([CH:8]([NH2:12])[CH3:9])=[C:4]([F:11])[CH:3]=1. The yield is 0.630.